From a dataset of Full USPTO retrosynthesis dataset with 1.9M reactions from patents (1976-2016). Predict the reactants needed to synthesize the given product. (1) Given the product [CH2:1]([O:8][C:9]([N:11]1[CH2:14][CH:13]([CH2:15][O:17][S:21]([CH3:20])(=[O:23])=[O:22])[CH2:12]1)=[O:10])[C:2]1[CH:7]=[CH:6][CH:5]=[CH:4][CH:3]=1, predict the reactants needed to synthesize it. The reactants are: [CH2:1]([O:8][C:9]([N:11]1[CH2:14][C:13](CO)([C:15]([OH:17])=O)[CH2:12]1)=[O:10])[C:2]1[CH:7]=[CH:6][CH:5]=[CH:4][CH:3]=1.[CH3:20][S:21](Cl)(=[O:23])=[O:22]. (2) The reactants are: Cl.[CH3:2][O:3][C:4]([C:6]1[CH:11]=[CH:10][C:9]([C:12]2[CH2:16][C:15]3([CH2:21][CH2:20][NH2+:19][CH2:18][CH2:17]3)[O:14][N:13]=2)=[CH:8][CH:7]=1)=[O:5].C([BH3-])#N.[Br:25][C:26]1[CH:27]=[C:28]([CH:31]=[CH:32][C:33]=1[Cl:34])[CH:29]=O.CC(O)=O. Given the product [Br:25][C:26]1[CH:27]=[C:28]([CH:31]=[CH:32][C:33]=1[Cl:34])[CH2:29][N:19]1[CH2:20][CH2:21][C:15]2([O:14][N:13]=[C:12]([C:9]3[CH:10]=[CH:11][C:6]([C:4]([O:3][CH3:2])=[O:5])=[CH:7][CH:8]=3)[CH2:16]2)[CH2:17][CH2:18]1, predict the reactants needed to synthesize it.